Regression. Given a peptide amino acid sequence and an MHC pseudo amino acid sequence, predict their binding affinity value. This is MHC class I binding data. From a dataset of Peptide-MHC class I binding affinity with 185,985 pairs from IEDB/IMGT. (1) The peptide sequence is AANEIRISK. The MHC is HLA-A11:01 with pseudo-sequence HLA-A11:01. The binding affinity (normalized) is 0.699. (2) The peptide sequence is SPKTPDYPL. The MHC is HLA-B51:01 with pseudo-sequence HLA-B51:01. The binding affinity (normalized) is 0.